From a dataset of Reaction yield outcomes from USPTO patents with 853,638 reactions. Predict the reaction yield, written as a fraction of the theoretical maximum amount of product (1.0 means a 100% yield; for example, 0.34 means a 34% yield). (1) The reactants are [Br:1][CH2:2][C:3]1[CH:12]=[CH:11][C:10]2[C:5](=[CH:6][CH:7]=[C:8](F)[CH:9]=2)[N:4]=1.[Cl:14]C1C=C2C(C=CC(C)=N2)=CC=1.FC1C=C2C(=CC=1)N=C(C)C=C2. No catalyst specified. The product is [Br:1][CH2:2][C:3]1[CH:12]=[CH:11][C:10]2[C:5](=[CH:6][C:7]([Cl:14])=[CH:8][CH:9]=2)[N:4]=1. The yield is 0.420. (2) The reactants are [CH2:1]([C@@:4]1([C:20]2[CH:25]=[CH:24][CH:23]=[CH:22][CH:21]=2)[O:9][C:8](=[O:10])[N:7]([C@H:11]([C:13]2[CH:18]=[CH:17][C:16]([Br:19])=[CH:15][CH:14]=2)[CH3:12])[CH2:6][CH2:5]1)[CH:2]=C.[O:26]=[O+][O-].[BH4-].[Na+]. The catalyst is C(Cl)Cl. The product is [Br:19][C:16]1[CH:17]=[CH:18][C:13]([C@@H:11]([N:7]2[CH2:6][CH2:5][C@:4]([CH2:1][CH2:2][OH:26])([C:20]3[CH:21]=[CH:22][CH:23]=[CH:24][CH:25]=3)[O:9][C:8]2=[O:10])[CH3:12])=[CH:14][CH:15]=1. The yield is 0.840. (3) The reactants are [C:1]1([NH:7][C:8]2[C:9](=O)[NH:10][C:11](=O)[NH:12][CH:13]=2)[CH:6]=[CH:5][CH:4]=[CH:3][CH:2]=1.[ClH:16].C(N(CC)CC)C.P(Cl)(Cl)([Cl:26])=O. No catalyst specified. The product is [Cl:16][C:11]1[N:10]=[C:9]([Cl:26])[C:8]([NH:7][C:1]2[CH:6]=[CH:5][CH:4]=[CH:3][CH:2]=2)=[CH:13][N:12]=1. The yield is 0.670. (4) The catalyst is CO. The product is [CH:1]1([C:7]2[C:15]3[C:14](=[O:16])[NH:13][C:12]([C:17]4[CH:22]=[CH:21][C:20]([S:23]([N:26]5[CH2:27][CH2:28][CH:29]([C:32]([OH:34])=[O:33])[CH2:30][CH2:31]5)(=[O:25])=[O:24])=[CH:19][C:18]=4[O:37][CH3:38])=[N:11][C:10]=3[N:9]([CH3:39])[N:8]=2)[CH2:2][CH2:3][CH2:4][CH2:5][CH2:6]1. The reactants are [CH:1]1([C:7]2[C:15]3[C:14](=[O:16])[NH:13][C:12]([C:17]4[CH:22]=[CH:21][C:20]([S:23]([N:26]5[CH2:31][CH2:30][CH:29]([C:32]([O:34]CC)=[O:33])[CH2:28][CH2:27]5)(=[O:25])=[O:24])=[CH:19][C:18]=4[O:37][CH3:38])=[N:11][C:10]=3[N:9]([CH3:39])[N:8]=2)[CH2:6][CH2:5][CH2:4][CH2:3][CH2:2]1.[OH-].[Na+]. The yield is 0.990. (5) The product is [CH2:9]([C:2]1[CH:3]=[C:4]([OH:6])[N:16]([C:18]2[CH:23]=[CH:22][CH:21]=[CH:20][N:19]=2)[N:17]=1)[C:10]1[CH:11]=[CH:12][CH:13]=[CH:14][CH:15]=1. The yield is 0.308. The catalyst is C(O)C. The reactants are O=[C:2]([CH2:9][C:10]1[CH:15]=[CH:14][CH:13]=[CH:12][CH:11]=1)[CH2:3][C:4]([O:6]CC)=O.[NH:16]([C:18]1[CH:23]=[CH:22][CH:21]=[CH:20][N:19]=1)[NH2:17].